Dataset: NCI-60 drug combinations with 297,098 pairs across 59 cell lines. Task: Regression. Given two drug SMILES strings and cell line genomic features, predict the synergy score measuring deviation from expected non-interaction effect. (1) Drug 1: COC1=C(C=C2C(=C1)N=CN=C2NC3=CC(=C(C=C3)F)Cl)OCCCN4CCOCC4. Drug 2: C1CN1P(=S)(N2CC2)N3CC3. Cell line: LOX IMVI. Synergy scores: CSS=37.6, Synergy_ZIP=-6.66, Synergy_Bliss=3.43, Synergy_Loewe=-2.05, Synergy_HSA=6.19. (2) Drug 1: CC1CCC2CC(C(=CC=CC=CC(CC(C(=O)C(C(C(=CC(C(=O)CC(OC(=O)C3CCCCN3C(=O)C(=O)C1(O2)O)C(C)CC4CCC(C(C4)OC)OCCO)C)C)O)OC)C)C)C)OC. Drug 2: CC1CCCC2(C(O2)CC(NC(=O)CC(C(C(=O)C(C1O)C)(C)C)O)C(=CC3=CSC(=N3)C)C)C. Cell line: HOP-62. Synergy scores: CSS=42.5, Synergy_ZIP=0.841, Synergy_Bliss=0.540, Synergy_Loewe=-8.73, Synergy_HSA=1.33.